This data is from Full USPTO retrosynthesis dataset with 1.9M reactions from patents (1976-2016). The task is: Predict the reactants needed to synthesize the given product. (1) Given the product [F:15][C:16]1[CH:17]=[C:18]([CH:21]=[C:22]([F:24])[CH:23]=1)[CH2:19][N:11]1[CH2:10][CH2:9][CH:8]([NH2:7])[CH2:13][CH2:12]1, predict the reactants needed to synthesize it. The reactants are: C(OC(=O)[NH:7][CH:8]1[CH2:13][CH2:12][NH:11][CH2:10][CH2:9]1)(C)(C)C.[F:15][C:16]1[CH:17]=[C:18]([CH:21]=[C:22]([F:24])[CH:23]=1)[CH2:19]Br.C(N(C(C)C)CC)(C)C.FC(F)(F)C(O)=O. (2) Given the product [CH:43]1([CH:46]([C:48]2[CH:53]=[CH:52][CH:51]=[C:50]([CH2:54][O:55][CH3:56])[CH:49]=2)[NH:47][C:14]([NH:13][C:10]2[N:9]([C:23]3[CH:24]=[CH:25][CH:26]=[CH:27][CH:28]=3)[N:8]=[C:7]([C:5]3[CH:4]=[N:3][N:2]([CH3:1])[CH:6]=3)[C:11]=2[CH3:12])=[O:22])[CH2:44][CH2:45]1, predict the reactants needed to synthesize it. The reactants are: [CH3:1][N:2]1[CH:6]=[C:5]([C:7]2[C:11]([CH3:12])=[C:10]([NH:13][C:14](=[O:22])OC3C=CC=CC=3)[N:9]([C:23]3[CH:28]=[CH:27][CH:26]=[CH:25][CH:24]=3)[N:8]=2)[CH:4]=[N:3]1.C1(C2C=CC(COC)=CC=2CN)CC1.[CH:43]1([CH:46]([C:48]2[CH:53]=[CH:52][CH:51]=[C:50]([CH2:54][O:55][CH3:56])[CH:49]=2)[NH2:47])[CH2:45][CH2:44]1. (3) Given the product [Br:1][C:2]1[C:3]([NH:24][C@H:25]([CH3:30])[C:26]([OH:29])([CH3:27])[CH3:28])=[N:4][C:5]([NH:8][C:9]2[CH:14]=[CH:13][C:12]([S:15]([CH3:23])(=[NH:17])=[O:16])=[CH:11][CH:10]=2)=[N:6][CH:7]=1, predict the reactants needed to synthesize it. The reactants are: [Br:1][C:2]1[C:3]([NH:24][C@H:25]([CH3:30])[C:26]([OH:29])([CH3:28])[CH3:27])=[N:4][C:5]([NH:8][C:9]2[CH:14]=[CH:13][C:12]([S:15]([CH3:23])(=[N:17]C(OCC)=O)=[O:16])=[CH:11][CH:10]=2)=[N:6][CH:7]=1.CC[O-].[Na+].[Na+].[Cl-]. (4) Given the product [CH2:16]([O:15][CH2:14][C@@H:13]([O:23][CH3:24])[CH2:12][CH2:11][CH:10]([C:25]1[NH:27][C:32](=[O:33])[C:31]([OH:41])=[C:30]([C:36]([O:38][CH3:39])=[O:37])[N:26]=1)[N:7]([C:6]([O:5][C:1]([CH3:4])([CH3:3])[CH3:2])=[O:29])[CH2:8][CH3:9])[C:17]1[CH:22]=[CH:21][CH:20]=[CH:19][CH:18]=1, predict the reactants needed to synthesize it. The reactants are: [C:1]([O:5][C:6](=[O:29])[N:7]([CH:10]([C:25]([NH:27]O)=[NH:26])[CH2:11][CH2:12][C@H:13]([O:23][CH3:24])[CH2:14][O:15][CH2:16][C:17]1[CH:22]=[CH:21][CH:20]=[CH:19][CH:18]=1)[CH2:8][CH3:9])([CH3:4])([CH3:3])[CH3:2].[C:30]([C:36]([O:38][CH3:39])=[O:37])#[C:31][C:32](OC)=[O:33].C[OH:41]. (5) Given the product [Br:1][C:2]1[CH:10]=[C:9]([CH:8]=[C:4]([C:5](=[O:6])[NH2:19])[CH:3]=1)[C:11]([O:13][CH3:14])=[O:12], predict the reactants needed to synthesize it. The reactants are: [Br:1][C:2]1[CH:3]=[C:4]([CH:8]=[C:9]([C:11]([O:13][CH3:14])=[O:12])[CH:10]=1)[C:5](O)=[O:6].O=S(Cl)Cl.[NH3:19]. (6) Given the product [C:1]1([C:7]2[S:8][CH:9]=[C:10]([C:12]3[CH:13]=[C:14]4[C:19](=[CH:20][CH:21]=3)[CH:18]=[C:17]([O:22][CH2:23][C:24]3[NH:28][N:27]=[N:26][N:25]=3)[CH:16]=[CH:15]4)[N:11]=2)[CH:2]=[CH:3][CH:4]=[CH:5][CH:6]=1, predict the reactants needed to synthesize it. The reactants are: [C:1]1([C:7]2[S:8][CH:9]=[C:10]([C:12]3[CH:13]=[C:14]4[C:19](=[CH:20][CH:21]=3)[CH:18]=[C:17]([O:22][CH2:23][C:24]#[N:25])[CH:16]=[CH:15]4)[N:11]=2)[CH:6]=[CH:5][CH:4]=[CH:3][CH:2]=1.[N-:26]=[N+:27]=[N-:28].[Na+].[Cl-].[NH4+].